Dataset: Catalyst prediction with 721,799 reactions and 888 catalyst types from USPTO. Task: Predict which catalyst facilitates the given reaction. (1) Reactant: [F:1][C:2]1[CH:7]=[CH:6][CH:5]=[C:4]([I:8])[C:3]=1[C:9]1[NH:13][N:12]=[N:11][N:10]=1.[C:14](=O)([O-])[O-].[K+].[K+].IC. Product: [F:1][C:2]1[CH:7]=[CH:6][CH:5]=[C:4]([I:8])[C:3]=1[C:9]1[N:10]=[N:11][N:12]([CH3:14])[N:13]=1. The catalyst class is: 3. (2) Reactant: [CH3:1][C:2]1[N:6]2[C:7]3[CH:22]=[CH:21][CH:20]=[CH:19][C:8]=3[C:9]([C:13]3[CH:18]=[CH:17][CH:16]=[CH:15][CH:14]=3)=[N:10][CH:11]([NH2:12])[C:5]2=[N:4][N:3]=1.[CH:23]1[C:32]2[C:27](=[CH:28][CH:29]=[CH:30][CH:31]=2)[CH:26]=[CH:25][C:24]=1[C:33](Cl)=[O:34]. Product: [CH3:1][C:2]1[N:6]2[C:7]3[CH:22]=[CH:21][CH:20]=[CH:19][C:8]=3[C:9]([C:13]3[CH:18]=[CH:17][CH:16]=[CH:15][CH:14]=3)=[N:10][CH:11]([NH:12][C:33]([C:24]3[CH:25]=[CH:26][C:27]4[C:32](=[CH:31][CH:30]=[CH:29][CH:28]=4)[CH:23]=3)=[O:34])[C:5]2=[N:4][N:3]=1. The catalyst class is: 2. (3) Reactant: [Br:1][C:2]1[CH:7]=[CH:6][C:5]([CH:8]([NH:21][C:22](=O)[C:23]([CH3:26])([CH3:25])[CH3:24])[C:9]([C@@H:11]2[CH2:16][CH2:15][CH2:14][CH2:13][C@H:12]2[C:17]([O:19][CH3:20])=[O:18])=O)=[CH:4][CH:3]=1.COC1C=CC(P2(SP(C3C=CC(OC)=CC=3)(=S)S2)=[S:37])=CC=1. Product: [Br:1][C:2]1[CH:7]=[CH:6][C:5]([C:8]2[N:21]=[C:22]([C:23]([CH3:26])([CH3:25])[CH3:24])[S:37][C:9]=2[C@@H:11]2[CH2:16][CH2:15][CH2:14][CH2:13][C@H:12]2[C:17]([O:19][CH3:20])=[O:18])=[CH:4][CH:3]=1. The catalyst class is: 11.